From a dataset of Catalyst prediction with 721,799 reactions and 888 catalyst types from USPTO. Predict which catalyst facilitates the given reaction. (1) Reactant: [Cl:1][C:2]1[N:9]=[C:8]([Cl:10])[CH:7]=[CH:6][C:3]=1[CH:4]=O.[NH2:11][CH2:12][CH:13]([C:15]1[S:16][CH:17]=[C:18]([CH3:20])[N:19]=1)[OH:14].C(O)(=O)C.C([BH3-])#N.[Na+]. Product: [NH3:9].[Cl:1][C:2]1[C:3]([CH2:4][NH:11][CH2:12][CH:13]([C:15]2[S:16][CH:17]=[C:18]([CH3:20])[N:19]=2)[OH:14])=[CH:6][CH:7]=[C:8]([Cl:10])[N:9]=1. The catalyst class is: 5. (2) Reactant: [N:1]1([C:7]2[N:12]=[CH:11][C:10]([C:13]3[N:17]4[CH:18]=[CH:19][CH:20]=[CH:21][C:16]4=[N:15][C:14]=3[C:22](OCC)=[O:23])=[CH:9][CH:8]=2)[CH2:6][CH2:5][O:4][CH2:3][CH2:2]1.[BH4-].[Li+].[OH-].[Na+]. Product: [N:1]1([C:7]2[N:12]=[CH:11][C:10]([C:13]3[N:17]4[CH:18]=[CH:19][CH:20]=[CH:21][C:16]4=[N:15][C:14]=3[CH2:22][OH:23])=[CH:9][CH:8]=2)[CH2:6][CH2:5][O:4][CH2:3][CH2:2]1. The catalyst class is: 92.